Regression. Given two drug SMILES strings and cell line genomic features, predict the synergy score measuring deviation from expected non-interaction effect. From a dataset of NCI-60 drug combinations with 297,098 pairs across 59 cell lines. (1) Drug 1: CC1=C2C(C(=O)C3(C(CC4C(C3C(C(C2(C)C)(CC1OC(=O)C(C(C5=CC=CC=C5)NC(=O)OC(C)(C)C)O)O)OC(=O)C6=CC=CC=C6)(CO4)OC(=O)C)O)C)O. Drug 2: CC=C1C(=O)NC(C(=O)OC2CC(=O)NC(C(=O)NC(CSSCCC=C2)C(=O)N1)C(C)C)C(C)C. Cell line: CAKI-1. Synergy scores: CSS=44.2, Synergy_ZIP=3.89, Synergy_Bliss=3.68, Synergy_Loewe=-38.5, Synergy_HSA=1.33. (2) Drug 1: CC1C(C(=O)NC(C(=O)N2CCCC2C(=O)N(CC(=O)N(C(C(=O)O1)C(C)C)C)C)C(C)C)NC(=O)C3=C4C(=C(C=C3)C)OC5=C(C(=O)C(=C(C5=N4)C(=O)NC6C(OC(=O)C(N(C(=O)CN(C(=O)C7CCCN7C(=O)C(NC6=O)C(C)C)C)C)C(C)C)C)N)C. Drug 2: COCCOC1=C(C=C2C(=C1)C(=NC=N2)NC3=CC=CC(=C3)C#C)OCCOC.Cl. Cell line: A549. Synergy scores: CSS=22.7, Synergy_ZIP=-3.60, Synergy_Bliss=1.56, Synergy_Loewe=-9.34, Synergy_HSA=0.292. (3) Drug 1: CC1=CC=C(C=C1)C2=CC(=NN2C3=CC=C(C=C3)S(=O)(=O)N)C(F)(F)F. Drug 2: CS(=O)(=O)OCCCCOS(=O)(=O)C. Cell line: TK-10. Synergy scores: CSS=0.0880, Synergy_ZIP=0.0379, Synergy_Bliss=-0.937, Synergy_Loewe=-2.43, Synergy_HSA=-2.54. (4) Drug 1: C1=C(C(=O)NC(=O)N1)N(CCCl)CCCl. Drug 2: C(=O)(N)NO. Cell line: HT29. Synergy scores: CSS=24.1, Synergy_ZIP=-4.56, Synergy_Bliss=2.33, Synergy_Loewe=-8.20, Synergy_HSA=3.71. (5) Drug 1: CC1C(C(CC(O1)OC2CC(CC3=C2C(=C4C(=C3O)C(=O)C5=C(C4=O)C(=CC=C5)OC)O)(C(=O)C)O)N)O.Cl. Drug 2: C1CN(P(=O)(OC1)NCCCl)CCCl. Cell line: A549. Synergy scores: CSS=15.9, Synergy_ZIP=-9.07, Synergy_Bliss=-7.86, Synergy_Loewe=-31.4, Synergy_HSA=-8.39. (6) Drug 1: CS(=O)(=O)CCNCC1=CC=C(O1)C2=CC3=C(C=C2)N=CN=C3NC4=CC(=C(C=C4)OCC5=CC(=CC=C5)F)Cl. Drug 2: C(CC(=O)O)C(=O)CN.Cl. Cell line: OVCAR-8. Synergy scores: CSS=11.0, Synergy_ZIP=-2.83, Synergy_Bliss=-1.67, Synergy_Loewe=-0.517, Synergy_HSA=-0.108. (7) Drug 1: C1CCC(C1)C(CC#N)N2C=C(C=N2)C3=C4C=CNC4=NC=N3. Drug 2: CC1=C(C(=CC=C1)Cl)NC(=O)C2=CN=C(S2)NC3=CC(=NC(=N3)C)N4CCN(CC4)CCO. Cell line: BT-549. Synergy scores: CSS=18.4, Synergy_ZIP=5.43, Synergy_Bliss=13.2, Synergy_Loewe=6.74, Synergy_HSA=9.78.